Regression/Classification. Given a drug SMILES string, predict its absorption, distribution, metabolism, or excretion properties. Task type varies by dataset: regression for continuous measurements (e.g., permeability, clearance, half-life) or binary classification for categorical outcomes (e.g., BBB penetration, CYP inhibition). Dataset: cyp3a4_veith. From a dataset of CYP3A4 inhibition data for predicting drug metabolism from PubChem BioAssay. The drug is O=C(Nc1cccc(Cl)c1Cl)c1snnc1-c1ccccc1. The result is 0 (non-inhibitor).